From a dataset of Full USPTO retrosynthesis dataset with 1.9M reactions from patents (1976-2016). Predict the reactants needed to synthesize the given product. (1) The reactants are: [I:1][C:2]1[C:10]2[C:5](=[N:6][CH:7]=[C:8]([C:11]3[CH:12]=[N:13][N:14]([CH3:16])[CH:15]=3)[CH:9]=2)[NH:4][CH:3]=1.Cl[C:18]([O:20][CH2:21][CH3:22])=[O:19].ClCCl. Given the product [I:1][C:2]1[C:10]2[C:5](=[N:6][CH:7]=[C:8]([C:11]3[CH:12]=[N:13][N:14]([CH3:16])[CH:15]=3)[CH:9]=2)[N:4]([C:18]([O:20][CH2:21][CH3:22])=[O:19])[CH:3]=1, predict the reactants needed to synthesize it. (2) Given the product [C:10]([CH2:12][C:13]1([N:32]2[CH:36]=[C:35]([C:37]3[C:38]4[CH:45]=[CH:44][NH:43][C:39]=4[N:40]=[CH:41][N:42]=3)[CH:34]=[N:33]2)[CH2:16][N:15]([C:17]2[N:18]=[CH:19][C:20]([C:23]([NH:25][C@@H:26]([CH3:31])[C:27]([F:28])([F:29])[F:30])=[O:24])=[N:21][CH:22]=2)[CH2:14]1)#[N:11], predict the reactants needed to synthesize it. The reactants are: B(F)(F)F.CCOCC.[C:10]([CH2:12][C:13]1([N:32]2[CH:36]=[C:35]([C:37]3[C:38]4[CH:45]=[CH:44][N:43](COCC[Si](C)(C)C)[C:39]=4[N:40]=[CH:41][N:42]=3)[CH:34]=[N:33]2)[CH2:16][N:15]([C:17]2[N:18]=[CH:19][C:20]([C:23]([NH:25][C@@H:26]([CH3:31])[C:27]([F:30])([F:29])[F:28])=[O:24])=[N:21][CH:22]=2)[CH2:14]1)#[N:11].[OH-].[NH4+].C([O-])(O)=O.[Na+].